Dataset: NCI-60 drug combinations with 297,098 pairs across 59 cell lines. Task: Regression. Given two drug SMILES strings and cell line genomic features, predict the synergy score measuring deviation from expected non-interaction effect. (1) Drug 1: C1CN1C2=NC(=NC(=N2)N3CC3)N4CC4. Drug 2: C1=CC(=C2C(=C1NCCNCCO)C(=O)C3=C(C=CC(=C3C2=O)O)O)NCCNCCO. Cell line: SK-MEL-5. Synergy scores: CSS=64.8, Synergy_ZIP=-2.70, Synergy_Bliss=-2.37, Synergy_Loewe=4.18, Synergy_HSA=6.79. (2) Drug 1: C1=C(C(=O)NC(=O)N1)N(CCCl)CCCl. Drug 2: CC(C)CN1C=NC2=C1C3=CC=CC=C3N=C2N. Cell line: PC-3. Synergy scores: CSS=9.94, Synergy_ZIP=-4.88, Synergy_Bliss=-2.74, Synergy_Loewe=-3.47, Synergy_HSA=-3.02.